Regression. Given two drug SMILES strings and cell line genomic features, predict the synergy score measuring deviation from expected non-interaction effect. From a dataset of NCI-60 drug combinations with 297,098 pairs across 59 cell lines. Drug 1: C1=NC2=C(N=C(N=C2N1C3C(C(C(O3)CO)O)F)Cl)N. Drug 2: CC1=C(N=C(N=C1N)C(CC(=O)N)NCC(C(=O)N)N)C(=O)NC(C(C2=CN=CN2)OC3C(C(C(C(O3)CO)O)O)OC4C(C(C(C(O4)CO)O)OC(=O)N)O)C(=O)NC(C)C(C(C)C(=O)NC(C(C)O)C(=O)NCCC5=NC(=CS5)C6=NC(=CS6)C(=O)NCCC[S+](C)C)O. Cell line: HOP-62. Synergy scores: CSS=62.7, Synergy_ZIP=-1.82, Synergy_Bliss=-0.529, Synergy_Loewe=1.55, Synergy_HSA=3.47.